From a dataset of Forward reaction prediction with 1.9M reactions from USPTO patents (1976-2016). Predict the product of the given reaction. Given the reactants [C:1]([O:5][C:6]([CH:8]1[CH2:13][CH2:12][CH:11]([CH2:14][CH2:15][N:16]2[CH2:21][CH2:20][N:19]([C:22]3[CH:27]=[CH:26][C:25]([NH2:28])=[CH:24][CH:23]=3)[CH2:18][CH2:17]2)[CH2:10][CH2:9]1)=[O:7])([CH3:4])([CH3:3])[CH3:2].CCN(CC)CC.[C:36](Cl)(=[O:39])[CH2:37][CH3:38], predict the reaction product. The product is: [C:1]([O:5][C:6]([CH:8]1[CH2:9][CH2:10][CH:11]([CH2:14][CH2:15][N:16]2[CH2:17][CH2:18][N:19]([C:22]3[CH:23]=[CH:24][C:25]([NH:28][C:36](=[O:39])[CH2:37][CH3:38])=[CH:26][CH:27]=3)[CH2:20][CH2:21]2)[CH2:12][CH2:13]1)=[O:7])([CH3:4])([CH3:2])[CH3:3].